From a dataset of Forward reaction prediction with 1.9M reactions from USPTO patents (1976-2016). Predict the product of the given reaction. (1) The product is: [CH2:25]([N:1]1[CH2:2][CH:3]=[C:4]([C:7]2[CH:12]=[CH:11][C:10]([NH:13][C:14]([N:16]3[CH2:17][C:18]4[C:23](=[CH:22][CH:21]=[CH:20][CH:19]=4)[CH2:24]3)=[O:15])=[CH:9][CH:8]=2)[CH2:5][CH2:6]1)[CH:26]([CH3:28])[CH3:27]. Given the reactants [NH:1]1[CH2:6][CH:5]=[C:4]([C:7]2[CH:12]=[CH:11][C:10]([NH:13][C:14]([N:16]3[CH2:24][C:23]4[C:18](=[CH:19][CH:20]=[CH:21][CH:22]=4)[CH2:17]3)=[O:15])=[CH:9][CH:8]=2)[CH2:3][CH2:2]1.[CH:25](=O)[CH:26]([CH3:28])[CH3:27].C(O[BH-](OC(=O)C)OC(=O)C)(=O)C.[Na+], predict the reaction product. (2) Given the reactants [OH:1][C:2]1[CH:3]=[C:4]2[C:8](=[CH:9][CH:10]=1)[NH:7][C:6]([C:11]([O-:13])=[O:12])=[CH:5]2.[C:14]1(P(C2C=CC=CC=2)C2C=CC=CC=2)C=CC=CC=1.N(C(OCC)=O)=NC(OCC)=O.O[CH2:46][C@@H:47]1[O:52][CH2:51][CH2:50][N:49]([C:53]([O:55][C:56]([CH3:59])([CH3:58])[CH3:57])=[O:54])[CH2:48]1, predict the reaction product. The product is: [CH3:57][C:56]([O:55][C:53]([N:49]1[CH2:50][CH2:51][O:52][C@@H:47]([CH2:46][O:1][C:2]2[CH:3]=[C:4]3[C:8](=[CH:9][CH:10]=2)[NH:7][C:6]([C:11]([O:13][CH3:14])=[O:12])=[CH:5]3)[CH2:48]1)=[O:54])([CH3:59])[CH3:58]. (3) Given the reactants [Br:1][C:2]1[CH:7]=[CH:6][C:5]([CH2:8]Br)=[CH:4][CH:3]=1.[C:10]([S:14][C:15](=[O:20])[CH2:16][C:17](=[O:19])[CH3:18])([CH3:13])([CH3:12])[CH3:11], predict the reaction product. The product is: [C:10]([S:14][C:15](=[O:20])[CH:16]([CH2:8][C:5]1[CH:6]=[CH:7][C:2]([Br:1])=[CH:3][CH:4]=1)[C:17](=[O:19])[CH3:18])([CH3:13])([CH3:11])[CH3:12]. (4) Given the reactants [CH:1]1([S:4]([C:7]2[CH:12]=[CH:11][C:10]([CH:13]([CH2:18][CH:19]3[CH2:24][CH2:23][O:22][CH2:21][CH2:20]3)[C:14](=[O:17])[CH:15]=[CH2:16])=[CH:9][CH:8]=2)(=[O:6])=[O:5])[CH2:3][CH2:2]1.[F:25][C:26]1[CH:27]=[CH:28][C:29]([CH:32]=[O:33])=[N:30][CH:31]=1.C(N(CC)CC)C, predict the reaction product. The product is: [CH:1]1([S:4]([C:7]2[CH:8]=[CH:9][C:10]([CH:13]([CH2:18][CH:19]3[CH2:24][CH2:23][O:22][CH2:21][CH2:20]3)[C:14](=[O:17])[CH2:15][CH2:16][C:32]([C:29]3[CH:28]=[CH:27][C:26]([F:25])=[CH:31][N:30]=3)=[O:33])=[CH:11][CH:12]=2)(=[O:6])=[O:5])[CH2:3][CH2:2]1. (5) Given the reactants [CH3:1][O:2][C:3]([C:5]1[C:6]([C:11]2[CH2:12][CH2:13][N:14]([C:17]([O:19][C:20]([CH3:23])([CH3:22])[CH3:21])=[O:18])[CH2:15][CH:16]=2)=[N:7][CH:8]=[CH:9][CH:10]=1)=[O:4].[H][H], predict the reaction product. The product is: [CH3:1][O:2][C:3]([C:5]1[C:6]([CH:11]2[CH2:12][CH2:13][N:14]([C:17]([O:19][C:20]([CH3:23])([CH3:22])[CH3:21])=[O:18])[CH2:15][CH2:16]2)=[N:7][CH:8]=[CH:9][CH:10]=1)=[O:4]. (6) Given the reactants [OH:1][C:2]([CH3:17])([CH3:16])[CH2:3][C:4]1([C:10]2[CH:15]=[CH:14][CH:13]=[CH:12][CH:11]=2)[CH2:8][NH:7][C:6](=O)[CH2:5]1.[H-].[H-].[H-].[H-].[Li+].[Al+3], predict the reaction product. The product is: [CH3:17][C:2]([OH:1])([CH3:16])[CH2:3][C:4]1([C:10]2[CH:15]=[CH:14][CH:13]=[CH:12][CH:11]=2)[CH2:5][CH2:6][NH:7][CH2:8]1. (7) Given the reactants [CH2:1]([C:5]1[C:13]2[C:8](=[CH:9][CH:10]=[C:11]([C:14]([O:16]CC)=[O:15])[CH:12]=2)[N:7]([CH3:19])[CH:6]=1)[CH2:2][CH2:3][CH3:4].[OH-].[Na+].Cl, predict the reaction product. The product is: [CH2:1]([C:5]1[C:13]2[C:8](=[CH:9][CH:10]=[C:11]([C:14]([OH:16])=[O:15])[CH:12]=2)[N:7]([CH3:19])[CH:6]=1)[CH2:2][CH2:3][CH3:4]. (8) Given the reactants [O:1]1[C:5]2([CH2:10][CH2:9][C:8](=[O:11])[CH2:7][CH2:6]2)[O:4][CH2:3][CH2:2]1.[O:12](S(C(F)(F)F)(=O)=O)[S:13]([C:16]([F:19])([F:18])[F:17])(=O)=[O:14], predict the reaction product. The product is: [F:17][C:16]([F:19])([F:18])[S:13]([O:11][C:8]1[CH2:7][CH2:6][C:5]2([O:4][CH2:3][CH2:2][O:1]2)[CH2:10][CH:9]=1)(=[O:14])=[O:12]. (9) Given the reactants [N:1]([CH2:4][C@@H:5]([NH:7][C:8](=[O:51])[N:9]([CH2:37][C@H:38]1[C@@H:42]([F:43])[CH2:41][N:40]([C:44]([O:46][C:47]([CH3:50])([CH3:49])[CH3:48])=[O:45])[CH2:39]1)[C@@H:10]([C:17]1[N:18]([CH2:30][C:31]2[CH:36]=[CH:35][CH:34]=[CH:33][CH:32]=2)[CH:19]=[C:20]([C:22]2[CH:27]=[C:26]([F:28])[CH:25]=[CH:24][C:23]=2[F:29])[N:21]=1)[CH:11]1[CH2:16][CH2:15][O:14][CH2:13][CH2:12]1)[CH3:6])=[N+]=[N-].C1(P(C2C=CC=CC=2)C2C=CC=CC=2)C=CC=CC=1.O, predict the reaction product. The product is: [NH2:1][CH2:4][C@@H:5]([NH:7][C:8](=[O:51])[N:9]([CH2:37][C@H:38]1[C@@H:42]([F:43])[CH2:41][N:40]([C:44]([O:46][C:47]([CH3:50])([CH3:49])[CH3:48])=[O:45])[CH2:39]1)[C@@H:10]([C:17]1[N:18]([CH2:30][C:31]2[CH:32]=[CH:33][CH:34]=[CH:35][CH:36]=2)[CH:19]=[C:20]([C:22]2[CH:27]=[C:26]([F:28])[CH:25]=[CH:24][C:23]=2[F:29])[N:21]=1)[CH:11]1[CH2:12][CH2:13][O:14][CH2:15][CH2:16]1)[CH3:6].